This data is from Reaction yield outcomes from USPTO patents with 853,638 reactions. The task is: Predict the reaction yield, written as a fraction of the theoretical maximum amount of product (1.0 means a 100% yield; for example, 0.34 means a 34% yield). (1) The product is [N:13]1([CH2:12][CH2:11][NH:10][C:7]2[CH:6]=[CH:5][C:4]([NH2:1])=[CH:9][CH:8]=2)[CH2:17][CH2:16][CH2:15][CH2:14]1. The reactants are [N+:1]([C:4]1[CH:9]=[CH:8][C:7]([NH:10][CH2:11][CH2:12][N:13]2[CH2:17][CH2:16][CH2:15][CH2:14]2)=[CH:6][CH:5]=1)([O-])=O.O.NN. The yield is 0.710. The catalyst is [Ni].CCO. (2) The reactants are [F:1][C:2]1[CH:7]=[CH:6][C:5]([C:8]2[S:9][C:10]3[N:11]=[C:12]([S:19][CH3:20])[N:13]=[C:14](SC)[C:15]=3[N:16]=2)=[CH:4][CH:3]=1.Cl.[CH2:22]([OH:24])[CH3:23]. No catalyst specified. The product is [CH2:22]([O:24][C:14]1[C:15]2[N:16]=[C:8]([C:5]3[CH:4]=[CH:3][C:2]([F:1])=[CH:7][CH:6]=3)[S:9][C:10]=2[N:11]=[C:12]([S:19][CH3:20])[N:13]=1)[CH3:23]. The yield is 0.600. (3) The reactants are Br[C:2]1[CH:3]=[C:4]([NH2:9])[CH:5]=[N:6][C:7]=1[CH3:8].CC1(C)C(C)(C)OB([C:18]2[CH:23]=[CH:22][N:21]=[C:20]([N:24]3[CH2:29][CH2:28][O:27][CH2:26][CH2:25]3)[CH:19]=2)O1. The catalyst is COCCOC.C(=O)([O-])[O-].[Na+].[Na+].C1C=CC(P(C2C=CC=CC=2)[C-]2C=CC=C2)=CC=1.C1C=CC(P(C2C=CC=CC=2)[C-]2C=CC=C2)=CC=1.Cl[Pd]Cl.[Fe+2].C(Cl)Cl. The product is [CH3:8][C:7]1[C:2]([C:18]2[CH:23]=[CH:22][N:21]=[C:20]([N:24]3[CH2:25][CH2:26][O:27][CH2:28][CH2:29]3)[CH:19]=2)=[CH:3][C:4]([NH2:9])=[CH:5][N:6]=1. The yield is 1.00. (4) The reactants are [CH3:1][O:2][CH2:3][CH2:4][O:5][C:6]1[CH:11]=[CH:10][C:9](/[CH:12]=[CH:13]/[C:14]([NH:16][S:17]([CH2:20][CH2:21][CH2:22][CH2:23][CH3:24])(=[O:19])=[O:18])=[O:15])=[C:8]([O:25][CH2:26][C:27]2[N:28]=[C:29]([C:33]3[CH:38]=[CH:37][CH:36]=[CH:35][CH:34]=3)[O:30][C:31]=2[CH3:32])[CH:7]=1. The catalyst is CO.[C].[Pd]. The product is [CH3:1][O:2][CH2:3][CH2:4][O:5][C:6]1[CH:11]=[CH:10][C:9]([CH2:12][CH2:13][C:14]([NH:16][S:17]([CH2:20][CH2:21][CH2:22][CH2:23][CH3:24])(=[O:18])=[O:19])=[O:15])=[C:8]([O:25][CH2:26][C:27]2[N:28]=[C:29]([C:33]3[CH:34]=[CH:35][CH:36]=[CH:37][CH:38]=3)[O:30][C:31]=2[CH3:32])[CH:7]=1. The yield is 0.880. (5) The reactants are [CH3:1][O:2][C:3]([C:5]1[CH:9]=[C:8]([NH2:10])[NH:7][N:6]=1)=[O:4].[C:11]([CH2:19][C:20]([CH3:22])=O)(=O)[C:12]1[CH:17]=[CH:16][CH:15]=[CH:14][CH:13]=1. The catalyst is C(O)(=O)C. The product is [CH3:1][O:2][C:3]([C:5]1[CH:9]=[C:8]2[N:10]=[C:20]([CH3:22])[CH:19]=[C:11]([C:12]3[CH:17]=[CH:16][CH:15]=[CH:14][CH:13]=3)[N:7]2[N:6]=1)=[O:4].[CH3:1][O:2][C:3]([C:5]1[CH:9]=[C:8]2[N:10]=[C:11]([C:12]3[CH:17]=[CH:16][CH:15]=[CH:14][CH:13]=3)[CH:19]=[C:20]([CH3:22])[N:7]2[N:6]=1)=[O:4]. The yield is 0.550. (6) The reactants are [O:1]1[C:9]2[C:4](=[N+:5]([O-])[CH:6]=[CH:7][CH:8]=2)[CH:3]=[CH:2]1.O=P(Cl)(Cl)[Cl:13]. The catalyst is C(Cl)(Cl)Cl. The product is [Cl:13][C:8]1[CH:7]=[CH:6][N:5]=[C:4]2[CH:3]=[CH:2][O:1][C:9]=12. The yield is 0.500.